Dataset: Forward reaction prediction with 1.9M reactions from USPTO patents (1976-2016). Task: Predict the product of the given reaction. (1) Given the reactants [NH2:1][C:2]1[C:6]([CH3:7])=[CH:5][S:4][C:3]=1[C:8]([O:10]C)=O.[C:12]([C:14]1[CH:19]=[CH:18][CH:17]=[CH:16][N:15]=1)#[N:13].Cl.O1CCOCC1.[OH-].[NH4+], predict the reaction product. The product is: [CH3:7][C:6]1[C:2]2[N:1]=[C:12]([C:14]3[CH:19]=[CH:18][CH:17]=[CH:16][N:15]=3)[N:13]=[C:8]([OH:10])[C:3]=2[S:4][CH:5]=1. (2) Given the reactants [CH2:1]([OH:8])[C:2]1[CH:7]=[CH:6][CH:5]=[CH:4][CH:3]=1.Cl[C:10]1[CH:15]=[CH:14][CH:13]=[CH:12][N:11]=1, predict the reaction product. The product is: [CH2:1]([O:8][C:10]1[CH:15]=[CH:14][CH:13]=[CH:12][N:11]=1)[C:2]1[CH:7]=[CH:6][CH:5]=[CH:4][CH:3]=1. (3) The product is: [F:1][C:2]1[CH:3]=[C:4]([CH:14]=[C:15]([C:28]2[CH:36]=[C:35]3[C:31]([C:32]([C:37]4[CH:42]=[CH:41][C:40]([F:43])=[CH:39][CH:38]=4)=[N:33][NH:34]3)=[CH:30][CH:29]=2)[C:16]=1[CH3:17])[C:5]([NH:7][C:8]1[N:12]([CH3:13])[N:11]=[CH:10][CH:9]=1)=[O:6]. Given the reactants [F:1][C:2]1[CH:3]=[C:4]([CH:14]=[C:15](B2OC(C)(C)C(C)(C)O2)[C:16]=1[CH3:17])[C:5]([NH:7][C:8]1[N:12]([CH3:13])[N:11]=[CH:10][CH:9]=1)=[O:6].Br[C:28]1[CH:36]=[C:35]2[C:31]([C:32]([C:37]3[CH:42]=[CH:41][C:40]([F:43])=[CH:39][CH:38]=3)=[N:33][NH:34]2)=[CH:30][CH:29]=1.C(=O)([O-])O.[Na+], predict the reaction product. (4) Given the reactants [Br:1][C:2]1[CH:3]=[C:4]([C:7](=O)[CH2:8][C:9](=O)[C:10]([F:14])([F:13])[CH2:11][CH3:12])[O:5][CH:6]=1.[C:17]([CH2:19][C:20]([NH:22][CH2:23][C:24]1[CH:29]=[CH:28][C:27]([F:30])=[CH:26][C:25]=1[F:31])=[O:21])#[N:18].CCCCCCC=CCCC, predict the reaction product. The product is: [Br:1][C:2]1[CH:3]=[C:4]([C:7]2[N:22]([CH2:23][C:24]3[CH:29]=[CH:28][C:27]([F:30])=[CH:26][C:25]=3[F:31])[C:20](=[O:21])[C:19]([C:17]#[N:18])=[C:9]([C:10]([F:14])([F:13])[CH2:11][CH3:12])[CH:8]=2)[O:5][CH:6]=1. (5) Given the reactants [Cl:1][C:2]1[CH:3]=[C:4]([CH:34]=[CH:35][C:36]=1[Cl:37])[CH2:5][NH:6][CH2:7][CH2:8][CH2:9][C:10]([N:29](C)[C:30](=O)C)([CH2:16][CH2:17][CH2:18][CH2:19][B:20]1[O:24]C(C)(C)C(C)(C)[O:21]1)[C:11]([O:13]CC)=[O:12], predict the reaction product. The product is: [ClH:1].[ClH:1].[B:20]([CH2:19][CH2:18][CH2:17][CH2:16][C:10]([CH2:9][CH2:8][CH2:7][NH:6][CH2:5][C:4]1[CH:34]=[CH:35][C:36]([Cl:37])=[C:2]([Cl:1])[CH:3]=1)([NH:29][CH3:30])[C:11]([OH:13])=[O:12])([OH:24])[OH:21]. (6) The product is: [CH3:1][S:2][C:5]1[C:10]([NH:11][C:12](=[O:18])[CH2:13][OH:14])=[C:9]([S:44][CH3:46])[CH:8]=[C:7]([CH3:20])[N:6]=1. Given the reactants [CH3:1][S-:2].[Na+].Cl[C:5]1[C:10]([NH:11][C:12](=[O:18])[CH2:13][O:14]C(=O)C)=[C:9](Cl)[CH:8]=[C:7]([CH3:20])[N:6]=1.C1OCCOCCOCCOCCOCCOC1.C(Cl)(Cl)Cl.C[S:44]([CH3:46])=O, predict the reaction product. (7) The product is: [F:1][C:2]([CH3:29])([CH3:28])[CH2:3][N:4]1[CH2:9][CH2:8][CH:7]([CH2:10][O:11][C:12]2[N:17]=[N:16][C:15]([C:18]3[CH:19]=[CH:20][C:21]([C:22]([OH:24])=[O:23])=[CH:26][CH:27]=3)=[CH:14][CH:13]=2)[CH2:6][CH2:5]1. Given the reactants [F:1][C:2]([CH3:29])([CH3:28])[CH2:3][N:4]1[CH2:9][CH2:8][CH:7]([CH2:10][O:11][C:12]2[N:17]=[N:16][C:15]([C:18]3[CH:27]=[CH:26][C:21]([C:22]([O:24]C)=[O:23])=[CH:20][CH:19]=3)=[CH:14][CH:13]=2)[CH2:6][CH2:5]1.O[Li].O, predict the reaction product. (8) Given the reactants [CH3:1][O:2][C:3]1[CH:4]=[C:5]([C:9]([CH3:15])([CH3:14])[C:10]([O:12]C)=[O:11])[CH:6]=[CH:7][CH:8]=1, predict the reaction product. The product is: [CH3:1][O:2][C:3]1[CH:4]=[C:5]([C:9]([CH3:15])([CH3:14])[C:10]([OH:12])=[O:11])[CH:6]=[CH:7][CH:8]=1. (9) Given the reactants [CH:1]1([NH:4][C:5](=[O:24])[C:6]2[CH:11]=[C:10]([C:12]3[CH:17]=[C:16]([CH3:18])[C:15]([N+:19]([O-])=O)=[CH:14][N:13]=3)[C:9]([CH3:22])=[C:8]([F:23])[CH:7]=2)[CH2:3][CH2:2]1, predict the reaction product. The product is: [NH2:19][C:15]1[C:16]([CH3:18])=[CH:17][C:12]([C:10]2[CH:11]=[C:6]([CH:7]=[C:8]([F:23])[C:9]=2[CH3:22])[C:5]([NH:4][CH:1]2[CH2:3][CH2:2]2)=[O:24])=[N:13][CH:14]=1. (10) Given the reactants [CH3:1][O:2][C:3]1[CH:8]=[CH:7][CH:6]=[CH:5][C:4]=1[CH2:9][C:10]([OH:12])=O.S(Cl)(Cl)=O.COC1C=CC=CC=1CC(Cl)=O.[NH2:29][C:30]1[CH:35]=[CH:34][C:33]([N+:36]([O-:38])=[O:37])=[CH:32][N:31]=1, predict the reaction product. The product is: [CH3:1][O:2][C:3]1[CH:8]=[CH:7][CH:6]=[CH:5][C:4]=1[CH2:9][C:10]([NH:29][C:30]1[CH:35]=[CH:34][C:33]([N+:36]([O-:38])=[O:37])=[CH:32][N:31]=1)=[O:12].